Task: Binary Classification. Given a T-cell receptor sequence (or CDR3 region) and an epitope sequence, predict whether binding occurs between them.. Dataset: TCR-epitope binding with 47,182 pairs between 192 epitopes and 23,139 TCRs (1) The epitope is QECVRGTTVL. The TCR CDR3 sequence is CASSVASGTSGGGQFF. Result: 0 (the TCR does not bind to the epitope). (2) The epitope is FLKEKGGL. The TCR CDR3 sequence is CASSHSPGTSGSPGVTQYF. Result: 1 (the TCR binds to the epitope). (3) The epitope is SSNVANYQK. The TCR CDR3 sequence is CSVEGDGTYEQYF. Result: 0 (the TCR does not bind to the epitope). (4) The epitope is YLQPRTFLL. The TCR CDR3 sequence is CASSSWTSFGELFF. Result: 0 (the TCR does not bind to the epitope). (5) The epitope is YVFCTVNAL. The TCR CDR3 sequence is CASSVGQVFYSGTF. Result: 0 (the TCR does not bind to the epitope). (6) The epitope is IPSINVHHY. The TCR CDR3 sequence is CSVELGALGAFF. Result: 0 (the TCR does not bind to the epitope). (7) The epitope is LLFGYPVYV. The TCR CDR3 sequence is CASSVIGGTYEQYF. Result: 1 (the TCR binds to the epitope). (8) The epitope is SFHSLHLLF. The TCR CDR3 sequence is CASSQTRTSGLQETQYF. Result: 1 (the TCR binds to the epitope). (9) The epitope is AVFDRKSDAK. The TCR CDR3 sequence is CASSLESGAAGANVLTF. Result: 0 (the TCR does not bind to the epitope). (10) The epitope is GILGFVFTL. The TCR CDR3 sequence is CASSFGNYEQYF. Result: 0 (the TCR does not bind to the epitope).